This data is from Reaction yield outcomes from USPTO patents with 853,638 reactions. The task is: Predict the reaction yield, written as a fraction of the theoretical maximum amount of product (1.0 means a 100% yield; for example, 0.34 means a 34% yield). (1) The reactants are [Cl-].O[NH3+:3].[C:4](=[O:7])([O-])[OH:5].[Na+].CS(C)=O.[CH2:13]([C:15]1[S:52][C:18]2[N:19]([CH2:37][C:38]3[CH:43]=[CH:42][C:41]([C:44]4[C:45]([C:50]#[N:51])=[CH:46][CH:47]=[CH:48][CH:49]=4)=[CH:40][CH:39]=3)[C:20](=[O:36])[N:21]([CH2:24][C:25]([C:27]3[CH:32]=[CH:31][C:30]([O:33][CH3:34])=[CH:29][C:28]=3[F:35])=[O:26])[C:22](=[O:23])[C:17]=2[CH:16]=1)[CH3:14]. The catalyst is C(Cl)(Cl)Cl. The product is [CH2:13]([C:15]1[S:52][C:18]2[N:19]([CH2:37][C:38]3[CH:43]=[CH:42][C:41]([C:44]4[CH:49]=[CH:48][CH:47]=[CH:46][C:45]=4[C:50]4[NH:3][C:4](=[O:7])[O:5][N:51]=4)=[CH:40][CH:39]=3)[C:20](=[O:36])[N:21]([CH2:24][C:25]([C:27]3[CH:32]=[CH:31][C:30]([O:33][CH3:34])=[CH:29][C:28]=3[F:35])=[O:26])[C:22](=[O:23])[C:17]=2[CH:16]=1)[CH3:14]. The yield is 0.0800. (2) The product is [F:9][C:6]1[CH:7]=[CH:8][C:3]([C:2]2[C:10]([C:11]([O:13][CH3:14])=[O:12])=[C:15]([CH:16]([CH3:18])[CH3:17])[N:27]=[C:26]([N:28]([S:29]([CH3:32])(=[O:31])=[O:30])[CH3:33])[N:1]=2)=[CH:4][CH:5]=1. The reactants are [NH2:1][C:2](=[C:10]([C:15](=O)[CH:16]([CH3:18])[CH3:17])[C:11]([O:13][CH3:14])=[O:12])[C:3]1[CH:8]=[CH:7][C:6]([F:9])=[CH:5][CH:4]=1.CN(C)C(=O)C.[C:26]([N:28]([CH3:33])[S:29]([CH3:32])(=[O:31])=[O:30])#[N:27].[H-].[Na+]. The catalyst is O. The yield is 0.291. (3) The reactants are Cl[C:2]1[C:11]2[C:6](=[CH:7][CH:8]=[CH:9][CH:10]=2)[N:5]=[C:4]([CH3:12])[CH:3]=1.[CH2:13]([CH2:15][NH2:16])[OH:14]. The catalyst is [OH-].[Na+]. The product is [CH3:12][C:4]1[CH:3]=[C:2]([NH:16][CH2:15][CH2:13][OH:14])[C:11]2[C:6](=[CH:7][CH:8]=[CH:9][CH:10]=2)[N:5]=1. The yield is 1.00. (4) The reactants are [Br:1][C:2]1[CH:3]=[CH:4][C:5]2[O:14][C:13]3[C:12](=[O:15])[NH:11][C:10]([CH2:16]Cl)=[N:9][C:8]=3[C:6]=2[CH:7]=1.[O:18]=[C:19]1[C:27]2[C:22](=[CH:23][CH:24]=[CH:25][CH:26]=2)[C:21](=[O:28])[N-:20]1.[K+]. The catalyst is CN(C=O)C.O. The product is [Br:1][C:2]1[CH:3]=[CH:4][C:5]2[O:14][C:13]3[C:12](=[O:15])[NH:11][C:10]([CH2:16][N:20]4[C:21](=[O:28])[C:22]5[C:27](=[CH:26][CH:25]=[CH:24][CH:23]=5)[C:19]4=[O:18])=[N:9][C:8]=3[C:6]=2[CH:7]=1. The yield is 0.250. (5) The reactants are [CH:1]1([C:4]2[CH:8]=[C:7]([CH:9]3[CH2:13][CH2:12][CH2:11][N:10]3[C:14]3[N:19]=[C:18](O)[CH:17]=[C:16]([CH2:21][O:22][CH3:23])[N:15]=3)[O:6][N:5]=2)[CH2:3][CH2:2]1.P(Cl)(Cl)([Cl:26])=O. No catalyst specified. The product is [Cl:26][C:18]1[CH:17]=[C:16]([CH2:21][O:22][CH3:23])[N:15]=[C:14]([N:10]2[CH2:11][CH2:12][CH2:13][CH:9]2[C:7]2[O:6][N:5]=[C:4]([CH:1]3[CH2:3][CH2:2]3)[CH:8]=2)[N:19]=1. The yield is 0.810. (6) The catalyst is CO. The product is [CH3:1][O:2][C:3]1[CH:10]=[CH:9][C:6](/[CH:7]=[N:11]/[C:12]2[CH:13]=[C:14]([CH:19]=[CH:20][CH:21]=2)[C:15]([O:17][CH3:18])=[O:16])=[CH:5][CH:4]=1. The yield is 0.560. The reactants are [CH3:1][O:2][C:3]1[CH:10]=[CH:9][C:6]([CH:7]=O)=[CH:5][CH:4]=1.[NH2:11][C:12]1[CH:13]=[C:14]([CH:19]=[CH:20][CH:21]=1)[C:15]([O:17][CH3:18])=[O:16]. (7) The reactants are [CH:1]([N:14]1[CH:19]=[C:18](I)[C:17](=[O:21])[NH:16][C:15]1=[O:22])([C:8]1[CH:13]=[CH:12][CH:11]=[CH:10][CH:9]=1)[C:2]1[CH:7]=[CH:6][CH:5]=[CH:4][CH:3]=1.[F:23][C:24]([F:35])([F:34])[C:25]1[CH:30]=[CH:29][C:28](B(O)O)=[CH:27][CH:26]=1. No catalyst specified. The product is [CH:1]([N:14]1[CH:19]=[C:18]([C:28]2[CH:29]=[CH:30][C:25]([C:24]([F:35])([F:34])[F:23])=[CH:26][CH:27]=2)[C:17](=[O:21])[NH:16][C:15]1=[O:22])([C:8]1[CH:13]=[CH:12][CH:11]=[CH:10][CH:9]=1)[C:2]1[CH:7]=[CH:6][CH:5]=[CH:4][CH:3]=1. The yield is 0.450. (8) The reactants are [OH:1][C:2]1[C:3]([CH3:11])=[C:4]([CH:8]=[CH:9][CH:10]=1)[C:5](O)=[O:6]. The catalyst is O1CCCC1. The product is [OH:6][CH2:5][C:4]1[C:3]([CH3:11])=[C:2]([OH:1])[CH:10]=[CH:9][CH:8]=1. The yield is 0.800. (9) The reactants are Cl.[F:2][C:3]1[CH:12]=[CH:11][C:6]([CH2:7][NH:8][O:9][CH3:10])=[C:5]([S:13][CH3:14])[CH:4]=1.[CH3:15][C:16]1([CH3:26])[O:20][C:19](=[CH:21][C:22](Cl)=[O:23])[C:18](=[O:25])[O:17]1.C(N(C(C)C)CC)(C)C. The catalyst is C(Cl)Cl. The product is [CH3:15][C:16]1([CH3:26])[O:20][C:19](=[CH:21][C:22]([N:8]([CH2:7][C:6]2[CH:11]=[CH:12][C:3]([F:2])=[CH:4][C:5]=2[S:13][CH3:14])[O:9][CH3:10])=[O:23])[C:18](=[O:25])[O:17]1. The yield is 0.990.